This data is from Forward reaction prediction with 1.9M reactions from USPTO patents (1976-2016). The task is: Predict the product of the given reaction. The product is: [CH:19]1([C:17]2[N:25]([C:28]3[CH:33]=[CH:32][CH:31]=[CH:30][C:29]=3[F:34])[N:26]=[N:27][C:16]=2[C:15]([O:14][CH2:12][CH3:13])=[O:24])[CH2:23][CH2:22][CH2:21][CH2:20]1. Given the reactants C1CCN2C(=NCCC2)CC1.[CH2:12]([O:14][C:15](=[O:24])[CH2:16][C:17]([CH:19]1[CH2:23][CH2:22][CH2:21][CH2:20]1)=O)[CH3:13].[N:25]([C:28]1[CH:33]=[CH:32][CH:31]=[CH:30][C:29]=1[F:34])=[N+:26]=[N-:27].O, predict the reaction product.